Dataset: Forward reaction prediction with 1.9M reactions from USPTO patents (1976-2016). Task: Predict the product of the given reaction. (1) Given the reactants [F:1][C:2]1[CH:7]=[CH:6][C:5]([NH:8][CH2:9][C:10]2[N:11]([C:16]3[CH:21]=[CH:20][C:19]([CH3:22])=[CH:18][CH:17]=3)[C:12](=[S:15])[NH:13][N:14]=2)=[CH:4][CH:3]=1.Br[CH2:24][C:25]([NH:27][C:28]1[CH:33]=[CH:32][CH:31]=[CH:30][C:29]=1[Cl:34])=[O:26].C(=O)([O-])[O-].[K+].[K+], predict the reaction product. The product is: [Cl:34][C:29]1[CH:30]=[CH:31][CH:32]=[CH:33][C:28]=1[NH:27][C:25](=[O:26])[CH2:24][S:15][C:12]1[N:11]([C:16]2[CH:17]=[CH:18][C:19]([CH3:22])=[CH:20][CH:21]=2)[C:10]([CH2:9][NH:8][C:5]2[CH:4]=[CH:3][C:2]([F:1])=[CH:7][CH:6]=2)=[N:14][N:13]=1. (2) Given the reactants FC(F)(F)OC1C=C(N[C@@H](C)C(O)=O)C=CC=1.COC(OC)CNCCCCN1CCC2(CC2)[C@H](O[Si](CC)(CC)CC)C1.[F:45][C:46]([F:80])([F:79])[O:47][C:48]1[CH:49]=[C:50]([NH:54][C@@H:55]([CH3:78])[C:56]([N:58]([CH2:72][CH:73](OC)OC)[CH2:59][CH2:60][CH2:61][CH2:62][N:63]2[CH2:70][CH2:69][C:66]3([CH2:68][CH2:67]3)[C@H:65]([OH:71])[CH2:64]2)=[O:57])[CH:51]=[CH:52][CH:53]=1, predict the reaction product. The product is: [OH:71][C@@H:65]1[CH2:64][N:63]([CH2:62][CH2:61][CH2:60][CH2:59][N:58]2[CH2:72][CH2:73][N:54]([C:50]3[CH:51]=[CH:52][CH:53]=[C:48]([O:47][C:46]([F:79])([F:80])[F:45])[CH:49]=3)[C@@H:55]([CH3:78])[C:56]2=[O:57])[CH2:70][CH2:69][C:66]21[CH2:68][CH2:67]2. (3) Given the reactants C([NH:4][C:5]1[C:10]([CH:11]([CH3:13])[CH3:12])=[CH:9][CH:8]=[CH:7][C:6]=1[CH:14]([CH3:16])[CH3:15])C=C.[OH-].[Na+].[C:19]1(C)[CH:24]=CC=C[CH:20]=1, predict the reaction product. The product is: [CH2:24]([C:8]1[CH:7]=[C:6]([CH:14]([CH3:15])[CH3:16])[C:5]([NH2:4])=[C:10]([CH:11]([CH3:12])[CH3:13])[CH:9]=1)[CH:19]=[CH2:20]. (4) Given the reactants O(C(C)(C)C)[K].Cl[C:8]1[C:13]([N:14]2[CH2:19][CH2:18][N:17]([C:20]([O:22][C:23]([CH3:26])([CH3:25])[CH3:24])=[O:21])[CH2:16][CH2:15]2)=[N:12][CH:11]=[CH:10][N:9]=1.[CH2:27]([OH:30])[CH2:28][OH:29], predict the reaction product. The product is: [C:23]([O:22][C:20]([N:17]1[CH2:18][CH2:19][N:14]([C:13]2[C:8]([O:29][CH2:28][CH2:27][OH:30])=[N:9][CH:10]=[CH:11][N:12]=2)[CH2:15][CH2:16]1)=[O:21])([CH3:26])([CH3:25])[CH3:24]. (5) Given the reactants [C:1]1([C@@H:7]([CH2:14][C:15]2[CH:20]=[CH:19][C:18]([O:21][CH2:22][CH2:23][CH2:24][NH:25][C:26]3[NH:31][CH2:30][CH2:29][CH2:28][N:27]=3)=[CH:17][CH:16]=2)[CH2:8][C:9]([O:11]CC)=[O:10])[CH:6]=[CH:5][CH:4]=[CH:3][CH:2]=1.[OH-].[Na+].C1COCC1, predict the reaction product. The product is: [C:1]1([C@@H:7]([CH2:14][C:15]2[CH:20]=[CH:19][C:18]([O:21][CH2:22][CH2:23][CH2:24][NH:25][C:26]3[NH:31][CH2:30][CH2:29][CH2:28][N:27]=3)=[CH:17][CH:16]=2)[CH2:8][C:9]([OH:11])=[O:10])[CH:6]=[CH:5][CH:4]=[CH:3][CH:2]=1. (6) Given the reactants CC(C)([O-])C.[Na+].Br[C:8]1[CH:13]=[CH:12][CH:11]=[CH:10][C:9]=1[CH2:14][C:15]#[N:16].[CH2:17]([O:19][C:20](=[O:26])[CH:21]=[CH:22]OCC)[CH3:18].S(=O)(=O)(O)O, predict the reaction product. The product is: [O:19]1[CH2:17][CH2:18][O:26][C:20]1=[C:21]1[C:8]2[C:9](=[CH:10][CH:11]=[CH:12][CH:13]=2)[C:14]([C:15]#[N:16])=[CH:22]1. (7) Given the reactants [CH2:1]1[N:12]2[C:13]3[C:9]([C@@H:10]4[CH2:17][NH:16][CH2:15][CH2:14][C@@H:11]42)=[CH:8][CH:7]=[CH:6][C:5]=3[CH2:4][S:3][CH2:2]1.Cl[CH2:19][CH2:20][CH2:21][O:22][C:23]1[CH:28]=[CH:27][C:26]([F:29])=[CH:25][CH:24]=1, predict the reaction product. The product is: [F:29][C:26]1[CH:27]=[CH:28][C:23]([O:22][CH2:21][CH2:20][CH2:19][N:16]2[CH2:15][CH2:14][C@@H:11]3[N:12]4[CH2:1][CH2:2][S:3][CH2:4][C:5]5[CH:6]=[CH:7][CH:8]=[C:9]([C:13]4=5)[C@@H:10]3[CH2:17]2)=[CH:24][CH:25]=1. (8) Given the reactants [Cl:1][C:2]1[CH:3]=[C:4]([CH:13]([C:15]2[CH:20]=[CH:19][CH:18]=[C:17]([O:21][CH3:22])[C:16]=2[O:23][CH3:24])[OH:14])[C:5]([N:8]2[CH:12]=[CH:11][CH:10]=[CH:9]2)=[N:6][CH:7]=1, predict the reaction product. The product is: [Cl:1][C:2]1[CH:3]=[C:4]([C:13]([C:15]2[CH:20]=[CH:19][CH:18]=[C:17]([O:21][CH3:22])[C:16]=2[O:23][CH3:24])=[O:14])[C:5]([N:8]2[CH:9]=[CH:10][CH:11]=[CH:12]2)=[N:6][CH:7]=1. (9) Given the reactants [Cl:1][C:2]1[CH:3]=[CH:4][C:5]([OH:22])=[C:6]([CH:21]=1)[C:7]([NH:9][C:10]1[CH:15]=[C:14]([C:16]([F:19])([F:18])[F:17])[CH:13]=[CH:12][C:11]=1[Cl:20])=[O:8].[N:23]1([C:29](Cl)=[O:30])[CH2:28][CH2:27][O:26][CH2:25][CH2:24]1, predict the reaction product. The product is: [Cl:1][C:2]1[CH:3]=[CH:4][C:5]([O:22][C:29]([N:23]2[CH2:28][CH2:27][O:26][CH2:25][CH2:24]2)=[O:30])=[C:6]([CH:21]=1)[C:7]([NH:9][C:10]1[CH:15]=[C:14]([C:16]([F:17])([F:19])[F:18])[CH:13]=[CH:12][C:11]=1[Cl:20])=[O:8]. (10) Given the reactants [NH2:1][CH2:2][C@H:3]1[N:10]([C:11]([C:13]2[N:14]=[C:15]([CH3:25])[S:16][C:17]=2[C:18]2[CH:19]=[C:20]([CH3:24])[CH:21]=[CH:22][CH:23]=2)=[O:12])[CH2:9][C@H:8]2[C@@H:4]1[CH2:5][CH:6]([CH3:26])[CH2:7]2.[CH3:27][C:28]1[CH:29]=[C:30]([CH:34]=[CH:35][CH:36]=1)[C:31](O)=[O:32], predict the reaction product. The product is: [CH3:27][C:28]1[CH:29]=[C:30]([CH:34]=[CH:35][CH:36]=1)[C:31]([NH:1][CH2:2][C@H:3]1[N:10]([C:11]([C:13]2[N:14]=[C:15]([CH3:25])[S:16][C:17]=2[C:18]2[CH:19]=[C:20]([CH3:24])[CH:21]=[CH:22][CH:23]=2)=[O:12])[CH2:9][C@H:8]2[C@@H:4]1[CH2:5][CH:6]([CH3:26])[CH2:7]2)=[O:32].